From a dataset of Catalyst prediction with 721,799 reactions and 888 catalyst types from USPTO. Predict which catalyst facilitates the given reaction. (1) The catalyst class is: 12. Reactant: [C:1]12([N:6]([CH3:21])[C:7]([C:9]3[CH:10]=[C:11](B(O)O)[CH:12]=[N:13][C:14]=3[N:15]([CH3:17])[CH3:16])=[O:8])[CH2:5][CH:3]([CH2:4]1)[CH2:2]2.Cl[C:23]1[CH:28]=[CH:27][N:26]=[C:25]([NH:29][C:30]2[CH:35]=[CH:34][N:33]=[C:32]([CH3:36])[N:31]=2)[CH:24]=1.CC(C1C=C(C(C)C)C(C2C=CC=CC=2P(C2CCCCC2)C2CCCCC2)=C(C(C)C)C=1)C.P([O-])([O-])([O-])=O.[K+].[K+].[K+].O. Product: [C:1]12([N:6]([CH3:21])[C:7]([C:9]3[CH:10]=[C:11]([C:23]4[CH:28]=[CH:27][N:26]=[C:25]([NH:29][C:30]5[CH:35]=[CH:34][N:33]=[C:32]([CH3:36])[N:31]=5)[CH:24]=4)[CH:12]=[N:13][C:14]=3[N:15]([CH3:17])[CH3:16])=[O:8])[CH2:5][CH:3]([CH2:4]1)[CH2:2]2. (2) Reactant: [OH:1][C:2]1[CH:7]=[CH:6][C:5]([CH:8]2[CH2:10][CH:9]2[C:11]([O:13][CH3:14])=[O:12])=[CH:4][CH:3]=1.[O:15]([C:22]1[CH:23]=[C:24]([CH2:28]O)[CH:25]=[CH:26][CH:27]=1)[C:16]1[CH:21]=[CH:20][CH:19]=[CH:18][CH:17]=1.C(P(CCCC)CCCC)CCC.N(C(N1CCCCC1)=O)=NC(N1CCCCC1)=O. Product: [O:15]([C:22]1[CH:23]=[C:24]([CH:25]=[CH:26][CH:27]=1)[CH2:28][O:1][C:2]1[CH:3]=[CH:4][C:5]([CH:8]2[CH2:10][CH:9]2[C:11]([O:13][CH3:14])=[O:12])=[CH:6][CH:7]=1)[C:16]1[CH:17]=[CH:18][CH:19]=[CH:20][CH:21]=1. The catalyst class is: 345.